From a dataset of Full USPTO retrosynthesis dataset with 1.9M reactions from patents (1976-2016). Predict the reactants needed to synthesize the given product. (1) Given the product [CH3:7][CH:8]1[CH:13]=[C:12]([CH3:14])[CH2:11][CH2:10][CH:9]1[CH:15]1[O:6][CH:3]([CH:2]=[CH2:1])[CH2:4][O:5]1, predict the reactants needed to synthesize it. The reactants are: [CH2:1]=[CH:2][CH:3]([OH:6])[CH2:4][OH:5].[CH3:7][CH:8]1[CH:13]=[C:12]([CH3:14])[CH2:11][CH2:10][CH:9]1[CH:15]=O. (2) Given the product [Cl:17][C:2]1[N:3]=[C:4]([S:13][CH3:14])[N:5]=[N:6][C:7]=1[C:8]([O:10][CH2:11][CH3:12])=[O:9], predict the reactants needed to synthesize it. The reactants are: O[C:2]1[N:3]=[C:4]([S:13][CH3:14])[N:5]=[N:6][C:7]=1[C:8]([O:10][CH2:11][CH3:12])=[O:9].S(Cl)([Cl:17])=O. (3) The reactants are: [O-:1][CH2:2][CH3:3].[Na+].[CH2:5]([N:12]1[CH2:15][C:14]([CH2:18]Cl)([CH2:16][Cl:17])[C:13]1=O)[C:6]1[CH:11]=[CH:10][CH:9]=[CH:8][CH:7]=1.Cl.C([OH:24])C. Given the product [ClH:17].[CH2:5]([N:12]1[CH2:13][C:14]([CH2:16][Cl:17])([C:18]([O:1][CH2:2][CH3:3])=[O:24])[CH2:15]1)[C:6]1[CH:7]=[CH:8][CH:9]=[CH:10][CH:11]=1, predict the reactants needed to synthesize it. (4) Given the product [C:1]([O:5][C:6](=[O:24])[NH:7][CH:8]([C:10]1[N:18]2[C:17]3[C:16]([O:21][CH2:20][CH2:19]2)=[C:15]([F:22])[CH:14]=[CH:13][C:12]=3[N:11]=1)[CH3:9])([CH3:4])([CH3:3])[CH3:2], predict the reactants needed to synthesize it. The reactants are: [C:1]([O:5][C:6](=[O:24])[NH:7][C@H:8]([C:10](=O)[NH:11][C:12]1[C:17]2[NH:18][CH2:19][CH2:20][O:21][C:16]=2[C:15]([F:22])=[CH:14][CH:13]=1)[CH3:9])([CH3:4])([CH3:3])[CH3:2].C1(C)C=CC=CC=1.FC1C=CC2=C3C=1OCCN3C(C(NC(=O)C)C)=N2. (5) Given the product [Br:1][C:2]1[CH:3]=[CH:4][C:5]2[S:9](=[O:10])(=[O:11])[N:8]([CH2:20][CH3:21])[CH2:7][C:6]=2[CH:12]=1, predict the reactants needed to synthesize it. The reactants are: [Br:1][C:2]1[CH:3]=[CH:4][C:5]2[S:9](=[O:11])(=[O:10])[NH:8][CH2:7][C:6]=2[CH:12]=1.C(=O)([O-])[O-].[K+].[K+].I[CH2:20][CH3:21].O. (6) Given the product [F:1][C:2]([F:26])([F:25])[CH:3]([C:16]1[CH:21]=[C:20]([Cl:22])[C:19]([Cl:23])=[C:18]([Cl:24])[CH:17]=1)/[CH:4]=[CH:5]/[C:6]1[CH:7]=[C:8]2[C:12](=[CH:13][CH:14]=1)[CH:11]([NH2:34])[CH2:10][CH2:9]2, predict the reactants needed to synthesize it. The reactants are: [F:1][C:2]([F:26])([F:25])[CH:3]([C:16]1[CH:21]=[C:20]([Cl:22])[C:19]([Cl:23])=[C:18]([Cl:24])[CH:17]=1)/[CH:4]=[CH:5]/[C:6]1[CH:7]=[C:8]2[C:12](=[CH:13][CH:14]=1)[C:11](=O)[CH2:10][CH2:9]2.C([O-])(=O)C.[NH4+].[BH3-]C#[N:34].[Na+].